This data is from Full USPTO retrosynthesis dataset with 1.9M reactions from patents (1976-2016). The task is: Predict the reactants needed to synthesize the given product. Given the product [Cl:1][C:2]1[CH:3]=[C:4]([CH:9]2[CH2:18][C:17]([CH2:19][CH3:20])([CH3:21])[C:16]3[N:15]=[C:14]([C:22]([OH:24])=[O:23])[CH:13]=[CH:12][C:11]=3[NH:10]2)[CH:5]=[CH:6][C:7]=1[F:8], predict the reactants needed to synthesize it. The reactants are: [Cl:1][C:2]1[CH:3]=[C:4]([CH:9]2[CH2:18][C:17]([CH3:21])([CH:19]=[CH2:20])[C:16]3[N:15]=[C:14]([C:22]([OH:24])=[O:23])[CH:13]=[CH:12][C:11]=3[NH:10]2)[CH:5]=[CH:6][C:7]=1[F:8].